This data is from Full USPTO retrosynthesis dataset with 1.9M reactions from patents (1976-2016). The task is: Predict the reactants needed to synthesize the given product. The reactants are: O=[C:2]1[CH2:7][CH2:6][N:5]([C:8]2[CH:13]=[CH:12][C:11]([N:14]3[CH2:18][C@H:17]([CH2:19][NH:20][C:21](=[O:23])[CH3:22])[O:16][C:15]3=[O:24])=[CH:10][C:9]=2[F:25])[CH2:4][CH2:3]1.[C-:26]#[N:27].[Na+].[N+:29]([C:32]1[CH:33]=[C:34]([CH:36]=[CH:37][CH:38]=1)[NH2:35])([O-:31])=[O:30]. Given the product [N+:29]([C:32]1[CH:33]=[C:34]([NH:35][C:2]2([C:26]#[N:27])[CH2:3][CH2:4][N:5]([C:8]3[CH:13]=[CH:12][C:11]([N:14]4[CH2:18][C@H:17]([CH2:19][NH:20][C:21](=[O:23])[CH3:22])[O:16][C:15]4=[O:24])=[CH:10][C:9]=3[F:25])[CH2:6][CH2:7]2)[CH:36]=[CH:37][CH:38]=1)([O-:31])=[O:30], predict the reactants needed to synthesize it.